From a dataset of Forward reaction prediction with 1.9M reactions from USPTO patents (1976-2016). Predict the product of the given reaction. (1) Given the reactants [NH2:1][C@H:2]1[CH2:7][CH2:6][CH2:5][CH2:4][C@@H:3]1[N:8]1[C:12]([C:13]2[CH:18]=[CH:17][CH:16]=[CH:15][CH:14]=2)=[C:11]([C:19]([O:21][CH2:22][CH3:23])=[O:20])[N:10]=[CH:9]1.C(N(CC)CC)C.[C:31](Cl)(=[O:37])[O:32][CH2:33][CH2:34][O:35][CH3:36].C(=O)(O)[O-].[Na+], predict the reaction product. The product is: [CH3:36][O:35][CH2:34][CH2:33][O:32][C:31]([NH:1][C@H:2]1[CH2:7][CH2:6][CH2:5][CH2:4][C@@H:3]1[N:8]1[C:12]([C:13]2[CH:18]=[CH:17][CH:16]=[CH:15][CH:14]=2)=[C:11]([C:19]([O:21][CH2:22][CH3:23])=[O:20])[N:10]=[CH:9]1)=[O:37]. (2) The product is: [CH:23]([CH:26]([C:28]1[CH:33]=[C:32]([OH:8])[CH:31]=[C:30]([CH:34]([CH:39]([CH3:41])[CH3:40])[CH:36]([CH3:38])[CH3:37])[CH:29]=1)[CH:42]([CH3:44])[CH3:43])([CH3:25])[CH3:24]. Given the reactants C([O:8]C1C=C(C(C)(C)O)C=C(C(C)(C)O)C=1)C1C=CC=CC=1.[CH:23]([C:26]([CH:42]([CH3:44])[CH3:43])([C:28]1[CH:33]=[CH:32][CH:31]=[C:30]([C:34]([CH:39]([CH3:41])[CH3:40])([CH:36]([CH3:38])[CH3:37])O)[CH:29]=1)O)([CH3:25])[CH3:24], predict the reaction product.